Dataset: Full USPTO retrosynthesis dataset with 1.9M reactions from patents (1976-2016). Task: Predict the reactants needed to synthesize the given product. Given the product [Br:6][C:7]1[CH:14]=[CH:13][C:10]([CH2:11][O:12][C:22]2[CH:27]=[CH:26][CH:25]=[CH:24][N:23]=2)=[CH:9][CH:8]=1, predict the reactants needed to synthesize it. The reactants are: CN(C)C=O.[Br:6][C:7]1[CH:14]=[CH:13][C:10]([CH2:11][OH:12])=[CH:9][CH:8]=1.CC(C)([O-])C.[K+].F[C:22]1[CH:27]=[CH:26][CH:25]=[CH:24][N:23]=1.